Dataset: Peptide-MHC class II binding affinity with 134,281 pairs from IEDB. Task: Regression. Given a peptide amino acid sequence and an MHC pseudo amino acid sequence, predict their binding affinity value. This is MHC class II binding data. The peptide sequence is KVRSHAAIGAYLEEQ. The MHC is DRB4_0103 with pseudo-sequence DRB4_0103. The binding affinity (normalized) is 0.686.